From a dataset of Forward reaction prediction with 1.9M reactions from USPTO patents (1976-2016). Predict the product of the given reaction. (1) Given the reactants [BH4-].[Na+].[Cl:3][C:4]1[CH:5]=[N:6][CH:7]=[C:8]([Cl:12])[C:9]=1[CH:10]=[O:11].O, predict the reaction product. The product is: [Cl:3][C:4]1[CH:5]=[N:6][CH:7]=[C:8]([Cl:12])[C:9]=1[CH2:10][OH:11]. (2) Given the reactants [CH:1]([NH:4][C:5]([C@@H:7]1[CH2:12][CH2:11][C@H:10]([N:13]2[C:21]3[CH:20]=[C:19]([O:22][CH2:23][CH2:24][N:25]4[CH2:30][CH2:29][CH2:28][CH2:27][CH2:26]4)[N:18]=[CH:17][C:16]=3[NH:15]/[C:14]/2=[N:31]\C(C2C=CC3C=CSC=3C=2)=O)[CH2:9][CH2:8]1)=[O:6])([CH3:3])[CH3:2].[F:43][C:44]1[CH:52]=[CH:51][C:47]([C:48]([OH:50])=O)=[CH:46][C:45]=1[C:53]([F:56])([F:55])[F:54], predict the reaction product. The product is: [F:43][C:44]1[CH:52]=[CH:51][C:47]([C:48](/[N:31]=[C:14]2/[N:13]([C@H:10]3[CH2:9][CH2:8][C@@H:7]([C:5](=[O:6])[NH:4][CH:1]([CH3:2])[CH3:3])[CH2:12][CH2:11]3)[C:21]3[CH:20]=[C:19]([O:22][CH2:23][CH2:24][N:25]4[CH2:30][CH2:29][CH2:28][CH2:27][CH2:26]4)[N:18]=[CH:17][C:16]=3[NH:15]/2)=[O:50])=[CH:46][C:45]=1[C:53]([F:56])([F:55])[F:54]. (3) Given the reactants Br[C:2]1[CH:3]=[CH:4][C:5]2[NH:10][CH:9]([CH3:11])[O:8][C:7]([CH3:13])([CH3:12])[C:6]=2[CH:14]=1.B1(B2OC(C)(C)C(C)(C)O2)OC(C)(C)C(C)(C)O1.C([O-])(=O)C.[K+].Br[C:39]1[S:43][C:42]([C:44]#[N:45])=[CH:41][CH:40]=1.C(=O)([O-])[O-].[Na+].[Na+], predict the reaction product. The product is: [CH3:11][CH:9]1[O:8][C:7]([CH3:13])([CH3:12])[C:6]2[CH:14]=[C:2]([C:39]3[S:43][C:42]([C:44]#[N:45])=[CH:41][CH:40]=3)[CH:3]=[CH:4][C:5]=2[NH:10]1. (4) Given the reactants [C:1]([Si:5]([CH3:18])([CH3:17])[O:6][CH2:7][C:8]1[CH:13]=[CH:12][C:11]([C:14]#[C:15][CH3:16])=[CH:10][CH:9]=1)([CH3:4])([CH3:3])[CH3:2].[H][H], predict the reaction product. The product is: [C:1]([Si:5]([CH3:18])([CH3:17])[O:6][CH2:7][C:8]1[CH:13]=[CH:12][C:11]([CH2:14][CH2:15][CH3:16])=[CH:10][CH:9]=1)([CH3:3])([CH3:4])[CH3:2]. (5) The product is: [N+:1]([CH:4]=[C:5]1[CH2:6][O:7][CH2:8][CH2:9][O:10][CH2:11]1)([O-:3])=[O:2]. Given the reactants [N+:1]([CH2:4][C:5]1(O)[CH2:11][O:10][CH2:9][CH2:8][O:7][CH2:6]1)([O-:3])=[O:2].C(N(CC)CC)C.CS(Cl)(=O)=O, predict the reaction product. (6) Given the reactants [OH-].[Li+].C[O:4][C:5](=[O:31])[CH2:6][C:7]1[C:15]2[C:10](=[N:11][CH:12]=[CH:13][CH:14]=2)[N:9]([S:16]([C:19]2[CH:24]=[CH:23][C:22]([C:25]#[N:26])=[C:21]([O:27][CH2:28][CH3:29])[CH:20]=2)(=[O:18])=[O:17])[C:8]=1[CH3:30], predict the reaction product. The product is: [C:25]([C:22]1[CH:23]=[CH:24][C:19]([S:16]([N:9]2[C:10]3=[N:11][CH:12]=[CH:13][CH:14]=[C:15]3[C:7]([CH2:6][C:5]([OH:31])=[O:4])=[C:8]2[CH3:30])(=[O:18])=[O:17])=[CH:20][C:21]=1[O:27][CH2:28][CH3:29])#[N:26].